Dataset: Reaction yield outcomes from USPTO patents with 853,638 reactions. Task: Predict the reaction yield, written as a fraction of the theoretical maximum amount of product (1.0 means a 100% yield; for example, 0.34 means a 34% yield). (1) The reactants are [N:1]([CH2:4][CH2:5][N:6]1[C:10]([C:11]2[CH:16]=[CH:15][C:14]([F:17])=[CH:13][C:12]=2[F:18])=[C:9]([C:19]2[CH:20]=[CH:21][C:22]3[N:23]([C:25]([CH:28]([CH3:30])[CH3:29])=[N:26][N:27]=3)[N:24]=2)[CH:8]=[N:7]1)=[N+]=[N-]. The catalyst is CCO.[Pt](=O)=O. The product is [F:18][C:12]1[CH:13]=[C:14]([F:17])[CH:15]=[CH:16][C:11]=1[C:10]1[N:6]([CH2:5][CH2:4][NH2:1])[N:7]=[CH:8][C:9]=1[C:19]1[CH:20]=[CH:21][C:22]2[N:23]([C:25]([CH:28]([CH3:30])[CH3:29])=[N:26][N:27]=2)[N:24]=1. The yield is 0.980. (2) The reactants are [Cl:1][CH2:2][CH2:3][C:4]([C:6]1[CH:11]=[CH:10][CH:9]=[CH:8][CH:7]=1)=[O:5].[NH4+].[Cl-].[CH2:14](Br)[CH:15]=[CH2:16]. The catalyst is C1COCC1.[Zn]. The product is [Cl:1][CH2:2][CH2:3][C:4]([C:6]1[CH:11]=[CH:10][CH:9]=[CH:8][CH:7]=1)([OH:5])[CH2:16][CH:15]=[CH2:14]. The yield is 0.970. (3) The reactants are Br[C:2]1[C:7]([F:8])=[CH:6][CH:5]=[CH:4][C:3]=1[N+:9]([O-])=O.[Sn](Cl)[Cl:13].C([O-])(O)=O.[Na+]. The catalyst is C(O)C. The product is [Cl:13][C:2]1[C:7]([F:8])=[CH:6][CH:5]=[CH:4][C:3]=1[NH2:9]. The yield is 0.930. (4) The reactants are C(O[CH:4](OCC)[CH2:5][N:6]1[C:14]2[CH2:13][CH2:12][CH2:11][CH2:10][C:9]=2[CH:8]=[C:7]1[C:15]([NH2:17])=[O:16])C.C(=O)([O-])[O-].[Na+].[Na+]. The catalyst is C(O)(=O)C. The product is [C:15]1(=[O:16])[C:7]2=[CH:8][C:9]3[CH2:10][CH2:11][CH2:12][CH2:13][C:14]=3[N:6]2[CH:5]=[CH:4][NH:17]1. The yield is 0.880. (5) The reactants are [O:1]=[C:2]1[N:6]([C@@H:7]([C:9]2[CH:14]=[CH:13][CH:12]=[CH:11][CH:10]=2)[CH3:8])[CH2:5][CH:4]([C:15]([OH:17])=[O:16])[CH2:3]1. The catalyst is ClCCl. The product is [O:1]=[C:2]1[N:6]([C@@H:7]([C:9]2[CH:14]=[CH:13][CH:12]=[CH:11][CH:10]=2)[CH3:8])[CH2:5][CH:4]([C:15]([O:17][C:4]([CH3:15])([CH3:5])[CH3:3])=[O:16])[CH2:3]1. The yield is 0.640. (6) The yield is 0.840. The reactants are C(OC([N:8]1[CH2:13][CH2:12][C:11](=[CH:14][C:15]2[CH:20]=[CH:19][CH:18]=[C:17]([O:21][C:22]3[CH:27]=[CH:26][C:25]([C:28]([F:31])([F:30])[F:29])=[CH:24][N:23]=3)[CH:16]=2)[CH2:10][CH2:9]1)=O)(C)(C)C.[ClH:32].O1CCOCC1. The product is [ClH:32].[NH:8]1[CH2:13][CH2:12][C:11](=[CH:14][C:15]2[CH:16]=[C:17]([CH:18]=[CH:19][CH:20]=2)[O:21][C:22]2[CH:27]=[CH:26][C:25]([C:28]([F:31])([F:29])[F:30])=[CH:24][N:23]=2)[CH2:10][CH2:9]1. The catalyst is C(OCC)(=O)C. (7) The reactants are [S:1]1[C:6]2[CH:7]=[CH:8][CH:9]=[CH:10][C:5]=2[NH:4][C:3](=[O:11])[CH2:2]1.Br[CH2:13][C@H:14]([CH3:24])[CH2:15][O:16][Si:17]([C:20]([CH3:23])([CH3:22])[CH3:21])([CH3:19])[CH3:18].C(=O)([O-])[O-].[Cs+].[Cs+]. The catalyst is CN(C=O)C. The product is [Si:17]([O:16][CH2:15][C@@H:14]([CH3:24])[CH2:13][N:4]1[C:5]2[CH:10]=[CH:9][CH:8]=[CH:7][C:6]=2[S:1][CH2:2][C:3]1=[O:11])([C:20]([CH3:21])([CH3:22])[CH3:23])([CH3:18])[CH3:19]. The yield is 0.700.